From a dataset of Full USPTO retrosynthesis dataset with 1.9M reactions from patents (1976-2016). Predict the reactants needed to synthesize the given product. Given the product [F:16][C:17]([F:28])([F:27])[C:18]([N:5]1[CH2:6][CH2:7][C:8](=[O:9])[CH:3]([CH3:2])[CH2:4]1)=[O:19], predict the reactants needed to synthesize it. The reactants are: Cl.[CH3:2][CH:3]1[C:8](=[O:9])[CH2:7][CH2:6][NH:5][CH2:4]1.N1C=CC=CC=1.[F:16][C:17]([F:28])([F:27])[C:18](O[C:18](=[O:19])[C:17]([F:28])([F:27])[F:16])=[O:19].